Dataset: Full USPTO retrosynthesis dataset with 1.9M reactions from patents (1976-2016). Task: Predict the reactants needed to synthesize the given product. Given the product [C:27]([O:26][C:24]([N:21]1[CH2:22][CH2:23][C:19]2([C:13]3[C:14](=[CH:15][CH:16]=[C:11]([CH2:10][CH:8]4[CH2:9][C:6]([C:4]([OH:5])=[O:3])([C:40]([OH:42])=[O:41])[CH2:7]4)[CH:12]=3)[N:17]([C:31]([O:33][CH2:34][CH2:35][Si:36]([CH3:39])([CH3:38])[CH3:37])=[O:32])[CH2:18]2)[CH2:20]1)=[O:25])([CH3:29])([CH3:28])[CH3:30], predict the reactants needed to synthesize it. The reactants are: C([O:3][C:4]([C:6]1([C:40]([O:42]CC)=[O:41])[CH2:9][CH:8]([CH2:10][C:11]2[CH:12]=[C:13]3[C:19]4([CH2:23][CH2:22][N:21]([C:24]([O:26][C:27]([CH3:30])([CH3:29])[CH3:28])=[O:25])[CH2:20]4)[CH2:18][N:17]([C:31]([O:33][CH2:34][CH2:35][Si:36]([CH3:39])([CH3:38])[CH3:37])=[O:32])[C:14]3=[CH:15][CH:16]=2)[CH2:7]1)=[O:5])C.[OH-].[Na+].Cl.